The task is: Binary Classification. Given a drug SMILES string, predict its activity (active/inactive) in a high-throughput screening assay against a specified biological target.. This data is from M1 muscarinic receptor antagonist screen with 61,756 compounds. (1) The molecule is S(c1n(CCCOCC)c(=O)c2c(n1)cccc2)CC(=O)NC(C)C. The result is 0 (inactive). (2) The compound is O1C(CCC1)CNc1nc(nc2c1cccc2)Nc1cc(O)ccc1. The result is 1 (active). (3) The molecule is OC(=O)c1cc2ncn(C3CCCCCC3)c2cc1. The result is 0 (inactive). (4) The result is 1 (active). The drug is S(c1nc(nc2n(c(=O)n(c(=O)c12)C)C)CCC)Cc1ncccc1. (5) The compound is Clc1cc(CN(CC(O)C)CC(O)C)ccc1. The result is 0 (inactive). (6) The compound is s1c2c(=O)n(CCCCC(=O)NCc3occc3)c(=S)[nH]c2cc1. The result is 0 (inactive). (7) The drug is o1nc(c2CC(C(C)(C)C)CCc12)C(=O)N1CCOCC1. The result is 0 (inactive).